Dataset: Reaction yield outcomes from USPTO patents with 853,638 reactions. Task: Predict the reaction yield, written as a fraction of the theoretical maximum amount of product (1.0 means a 100% yield; for example, 0.34 means a 34% yield). The reactants are [N:1]12[CH2:8][CH2:7][C:4]([C:9]([C:18]3[CH:23]=[CH:22][CH:21]=[C:20]([F:24])[CH:19]=3)([C:11]3[CH:16]=[CH:15][CH:14]=[C:13]([F:17])[CH:12]=3)[OH:10])([CH2:5][CH2:6]1)[CH2:3][CH2:2]2.[C:25]1([CH2:31][O:32][CH2:33][CH2:34][Br:35])[CH:30]=[CH:29][CH:28]=[CH:27][CH:26]=1. The catalyst is CC#N. The product is [Br-:35].[F:17][C:13]1[CH:12]=[C:11]([C:9]([C:18]2[CH:23]=[CH:22][CH:21]=[C:20]([F:24])[CH:19]=2)([OH:10])[C:4]23[CH2:5][CH2:6][N+:1]([CH2:34][CH2:33][O:32][CH2:31][C:25]4[CH:30]=[CH:29][CH:28]=[CH:27][CH:26]=4)([CH2:2][CH2:3]2)[CH2:8][CH2:7]3)[CH:16]=[CH:15][CH:14]=1. The yield is 0.432.